This data is from Forward reaction prediction with 1.9M reactions from USPTO patents (1976-2016). The task is: Predict the product of the given reaction. (1) Given the reactants C[O-].[Na+].[F:4][C:5]1[CH:10]=[CH:9][C:8]([C@H:11]2[CH2:16][C:15](=[O:17])[CH:14]=[CH:13][N:12]2C(O[C@@H]2C[C@H](C)CC[C@H]2C(C)C)=O)=[C:7]([CH3:31])[CH:6]=1, predict the reaction product. The product is: [F:4][C:5]1[CH:10]=[CH:9][C:8]([C@H:11]2[CH2:16][C:15](=[O:17])[CH:14]=[CH:13][NH:12]2)=[C:7]([CH3:31])[CH:6]=1. (2) Given the reactants [Cl:1][C:2]1[CH:7]=[CH:6][C:5]([S:8]([NH:11][CH:12]([C:16]2[N:20]([CH2:21][CH3:22])[C:19]([CH3:23])=[N:18][N:17]=2)[CH2:13][CH:14]=[CH2:15])(=[O:10])=[O:9])=[CH:4][CH:3]=1, predict the reaction product. The product is: [Cl:1][C:2]1[CH:3]=[CH:4][C:5]([S:8]([NH:11][CH:12]([C:16]2[N:20]([CH2:21][CH3:22])[C:19]([CH3:23])=[N:18][N:17]=2)[CH2:13][CH2:14][CH3:15])(=[O:10])=[O:9])=[CH:6][CH:7]=1.